Task: Predict the product of the given reaction.. Dataset: Forward reaction prediction with 1.9M reactions from USPTO patents (1976-2016) (1) Given the reactants [O:1]1[C:5]2[CH:6]=[CH:7][C:8]([C:10]3([C:13]([OH:15])=O)[CH2:12][CH2:11]3)=[CH:9][C:4]=2[O:3][CH2:2]1.C(Cl)(C(Cl)=O)=O.[NH2:22][C:23]1[S:24][C:25]([C@H:28]([C:36]2[CH:41]=[CH:40][C:39]([F:42])=[CH:38][C:37]=2[Cl:43])[NH:29][S@@:30]([C:32]([CH3:35])([CH3:34])[CH3:33])=[O:31])=[CH:26][N:27]=1.CCN(CC)CC, predict the reaction product. The product is: [O:1]1[C:5]2[CH:6]=[CH:7][C:8]([C:10]3([C:13]([NH:22][C:23]4[S:24][C:25]([C@H:28]([C:36]5[CH:41]=[CH:40][C:39]([F:42])=[CH:38][C:37]=5[Cl:43])[NH:29][S@@:30]([C:32]([CH3:35])([CH3:34])[CH3:33])=[O:31])=[CH:26][N:27]=4)=[O:15])[CH2:11][CH2:12]3)=[CH:9][C:4]=2[O:3][CH2:2]1. (2) The product is: [Si:1]([O:18][CH2:19][C:20]1[C:21]([O:30][CH2:31][C:32]2[CH:37]=[CH:36][C:35]([O:38][CH3:39])=[CH:34][CH:33]=2)=[N:22][C:23]([C:40]#[N:41])=[N:24][CH:25]=1)([C:14]([CH3:17])([CH3:16])[CH3:15])([C:8]1[CH:13]=[CH:12][CH:11]=[CH:10][CH:9]=1)[C:2]1[CH:7]=[CH:6][CH:5]=[CH:4][CH:3]=1. Given the reactants [Si:1]([O:18][CH2:19][C:20]1[C:21]([O:30][CH2:31][C:32]2[CH:37]=[CH:36][C:35]([O:38][CH3:39])=[CH:34][CH:33]=2)=[N:22][C:23](S(C)(=O)=O)=[N:24][CH:25]=1)([C:14]([CH3:17])([CH3:16])[CH3:15])([C:8]1[CH:13]=[CH:12][CH:11]=[CH:10][CH:9]=1)[C:2]1[CH:7]=[CH:6][CH:5]=[CH:4][CH:3]=1.[C-:40]#[N:41].[K+], predict the reaction product. (3) Given the reactants Cl.[F:2][C:3]([F:29])([F:28])[C:4]1[CH:5]=[C:6]([CH:21]=[C:22]([C:24]([F:27])([F:26])[F:25])[CH:23]=1)[CH2:7][O:8][C@H:9]1[CH2:14][CH2:13][NH:12][CH2:11][C@H:10]1[C:15]1[CH:20]=[CH:19][CH:18]=[CH:17][CH:16]=1.Br[CH2:31][C:32]#[N:33], predict the reaction product. The product is: [F:29][C:3]([F:2])([F:28])[C:4]1[CH:5]=[C:6]([CH:21]=[C:22]([C:24]([F:27])([F:25])[F:26])[CH:23]=1)[CH2:7][O:8][C@H:9]1[CH2:14][CH2:13][N:12]([CH2:31][C:32]#[N:33])[CH2:11][C@H:10]1[C:15]1[CH:16]=[CH:17][CH:18]=[CH:19][CH:20]=1. (4) Given the reactants F[C:2]1[CH:7]=[CH:6][C:5]([C:8](=[O:10])[CH3:9])=[CH:4][CH:3]=1.[NH:11]1[CH2:16][CH2:15][O:14][CH2:13][CH2:12]1.C(=O)([O-])[O-].[K+].[K+].O, predict the reaction product. The product is: [O:14]1[CH2:15][CH2:16][N:11]([C:2]2[CH:7]=[CH:6][C:5]([C:8](=[O:10])[CH3:9])=[CH:4][CH:3]=2)[CH2:12][CH2:13]1. (5) Given the reactants [CH:1]1([CH2:4][N:5]([C@@H:13]2[CH2:15][C@H:14]2[C:16]2[CH:21]=[CH:20][CH:19]=[C:18]([C:22]([N:24]3[CH2:28][CH2:27][CH2:26][CH2:25]3)=[O:23])[CH:17]=2)C(=O)OC(C)(C)C)[CH2:3][CH2:2]1.[ClH:29].C(OCC)(=O)C, predict the reaction product. The product is: [ClH:29].[CH:1]1([CH2:4][NH:5][C@@H:13]2[CH2:15][C@H:14]2[C:16]2[CH:17]=[C:18]([C:22]([N:24]3[CH2:28][CH2:27][CH2:26][CH2:25]3)=[O:23])[CH:19]=[CH:20][CH:21]=2)[CH2:3][CH2:2]1. (6) Given the reactants [CH3:1][C:2]([CH3:8])([CH2:5][CH:6]=[CH2:7])[CH2:3][OH:4].CCN(C(C)C)C(C)C.Cl[C:19](Cl)([O:21]C(=O)OC(Cl)(Cl)Cl)Cl.Cl.[NH2:31][C@@H:32]1[C:46](=[O:47])[N:45]2[CH2:48][C@H:49]([O:51][C:52]3[C:61]4[C:56](=[CH:57][C:58]([O:64][CH3:65])=[C:59]([CH:62]=[CH2:63])[CH:60]=4)[CH:55]=[CH:54][N:53]=3)[CH2:50][C@H:44]2[C:43](=[O:66])[NH:42][C@:41]2([C:68]([O:70][CH2:71][CH3:72])=[O:69])[CH2:67][C@H:40]2[CH:39]=[CH:38][CH2:37][CH2:36][CH2:35][CH2:34][CH2:33]1.[OH-].[Na+], predict the reaction product. The product is: [CH3:1][C:2]([CH3:8])([CH2:5][CH:6]=[CH2:7])[CH2:3][O:4][C:19]([NH:31][C@@H:32]1[C:46](=[O:47])[N:45]2[CH2:48][C@H:49]([O:51][C:52]3[C:61]4[C:56](=[CH:57][C:58]([O:64][CH3:65])=[C:59]([CH:62]=[CH2:63])[CH:60]=4)[CH:55]=[CH:54][N:53]=3)[CH2:50][C@H:44]2[C:43](=[O:66])[NH:42][C@:41]2([C:68]([O:70][CH2:71][CH3:72])=[O:69])[CH2:67][C@H:40]2[CH:39]=[CH:38][CH2:37][CH2:36][CH2:35][CH2:34][CH2:33]1)=[O:21]. (7) The product is: [Cl:15][C:11]1[C:12]([F:14])=[CH:13][C:8]2[N:7]=[C:19]([C:20]3[CH:25]=[CH:24][CH:23]=[C:22]([C:26]4[CH:31]=[CH:30][CH:29]=[CH:28][N:27]=4)[CH:21]=3)[CH2:18][C:17](=[O:33])[NH:16][C:9]=2[CH:10]=1. Given the reactants C(OC(=O)[NH:7][C:8]1[CH:13]=[C:12]([F:14])[C:11]([Cl:15])=[CH:10][C:9]=1[NH:16][C:17](=[O:33])[CH2:18][C:19](=O)[C:20]1[CH:25]=[CH:24][CH:23]=[C:22]([C:26]2[CH:31]=[CH:30][CH:29]=[CH:28][N:27]=2)[CH:21]=1)(C)(C)C.C(O)(C(F)(F)F)=O, predict the reaction product. (8) Given the reactants [Cl:1][C:2]1[N:3]=[C:4]([N:13]2[CH2:18][CH2:17][O:16][CH2:15][CH2:14]2)[C:5]2[S:10][C:9]([CH2:11][OH:12])=[CH:8][C:6]=2[N:7]=1.[H-].[Na+].[CH3:21]I, predict the reaction product. The product is: [Cl:1][C:2]1[N:3]=[C:4]([N:13]2[CH2:14][CH2:15][O:16][CH2:17][CH2:18]2)[C:5]2[S:10][C:9]([CH2:11][O:12][CH3:21])=[CH:8][C:6]=2[N:7]=1. (9) The product is: [CH2:21]([N:2]1[C:1](=[O:11])[C:9]2[CH:8]=[CH:7][N:6]=[CH:5][C:4]=2[C:3]1=[O:10])[C:22]1[CH:27]=[CH:26][CH:25]=[CH:24][CH:23]=1. Given the reactants [C:1]1(=[O:11])[C:9]2[CH:8]=[CH:7][N:6]=[CH:5][C:4]=2[C:3](=[O:10])[NH:2]1.C(N(CC)C(C)C)(C)C.[CH2:21](Br)[C:22]1[CH:27]=[CH:26][CH:25]=[CH:24][CH:23]=1, predict the reaction product. (10) The product is: [NH2:10][C:9]1[C:4]([NH:3][C:59]([C:30]2([N:27]3[CH:28]=[CH:29][C:44]([CH3:43])=[N:40]3)[CH2:31][CH2:32]2)=[O:60])=[CH:5][CH:6]=[C:7]([N:11]2[CH2:16][CH2:15][CH2:14][C@@H:13]([C:17]([N:19]3[CH2:23][CH2:22][CH2:21][CH2:20]3)=[O:18])[CH2:12]2)[N:8]=1.[NH2:10][C:9]1[C:4]([NH:3][C:50]([C:30]2([N:27]3[C:24]([CH3:25])=[CH:26][CH:57]=[N:58]3)[CH2:31][CH2:32]2)=[O:49])=[CH:5][CH:6]=[C:7]([N:11]2[CH2:16][CH2:15][CH2:14][C@@H:13]([C:17]([N:19]3[CH2:23][CH2:22][CH2:21][CH2:20]3)=[O:18])[CH2:12]2)[N:8]=1. Given the reactants Cl.Cl.[NH2:3][C:4]1[CH:5]=[CH:6][C:7]([N:11]2[CH2:16][CH2:15][CH2:14][C@@H:13]([C:17]([N:19]3[CH2:23][CH2:22][CH2:21][CH2:20]3)=[O:18])[CH2:12]2)=[N:8][C:9]=1[NH2:10].[CH:24]([N:27]([CH:30]([CH3:32])[CH3:31])[CH2:28][CH3:29])([CH3:26])[CH3:25].F[P-](F)(F)(F)(F)F.[N:40]1([O:49][C:50](N(C)C)=[N+](C)C)[C:44]2N=CC=C[C:43]=2N=N1.[CH3:57][N:58](C)[CH:59]=[O:60], predict the reaction product.